From a dataset of Forward reaction prediction with 1.9M reactions from USPTO patents (1976-2016). Predict the product of the given reaction. The product is: [Cl:1][C:2]1[CH:7]=[CH:6][CH:5]=[CH:4][C:3]=1[N:8]1[C:12](=[O:13])[C:11](=[CH:18][C:17]2[CH:20]=[CH:21][C:22]([O:25][CH2:26][CH2:27][CH3:28])=[C:23]([CH3:24])[C:16]=2[CH3:15])[C:10](=[O:14])[NH:9]1. Given the reactants [Cl:1][C:2]1[CH:7]=[CH:6][CH:5]=[CH:4][C:3]=1[N:8]1[C:12](=[O:13])[CH2:11][C:10](=[O:14])[NH:9]1.[CH3:15][C:16]1[C:23]([CH3:24])=[C:22]([O:25][CH2:26][CH2:27][CH3:28])[CH:21]=[CH:20][C:17]=1[CH:18]=O, predict the reaction product.